Dataset: Full USPTO retrosynthesis dataset with 1.9M reactions from patents (1976-2016). Task: Predict the reactants needed to synthesize the given product. (1) Given the product [C:12]1([O:13][CH2:18][CH2:17][CH2:16][S:20]([OH:22])(=[O:21])=[O:19])[CH:14]=[CH:15][C:8]([O:9][CH2:3][CH2:2][CH2:1][S:4]([OH:7])(=[O:6])=[O:5])=[CH:10][CH:11]=1, predict the reactants needed to synthesize it. The reactants are: [CH2:1]([S:4]([O-:7])(=[O:6])=[O:5])[CH2:2][CH3:3].[C:8]1([CH:15]=[CH:14][C:12]([OH:13])=[CH:11][CH:10]=1)[OH:9].[CH2:16]1[S:20](=[O:22])(=[O:21])[O:19][CH2:18][CH2:17]1. (2) Given the product [CH2:25]([N:32]([CH2:33][CH3:34])[C:20](=[O:22])[CH2:19][O:18][C:17]1[CH:16]=[CH:15][C:14]([CH2:13][CH2:12][S:11][C:6]2[CH:7]=[CH:8][CH:9]=[CH:10][C:5]=2[C:3]([O:2][CH3:1])=[O:4])=[CH:24][CH:23]=1)[C:26]1[CH:31]=[CH:30][CH:29]=[CH:28][CH:27]=1, predict the reactants needed to synthesize it. The reactants are: [CH3:1][O:2][C:3]([C:5]1[CH:10]=[CH:9][CH:8]=[CH:7][C:6]=1[S:11][CH2:12][CH2:13][C:14]1[CH:24]=[CH:23][C:17]([O:18][CH2:19][C:20]([OH:22])=O)=[CH:16][CH:15]=1)=[O:4].[CH2:25]([NH:32][CH2:33][CH3:34])[C:26]1[CH:31]=[CH:30][CH:29]=[CH:28][CH:27]=1.F[B-](F)(F)F.N1(OC(N(C)C)=[N+](C)C)C2C=CC=CC=2N=N1.C(N(C(C)C)C(C)C)C. (3) The reactants are: [CH3:1][O:2][C:3](=[O:12])[CH2:4][C:5]1[CH:10]=[CH:9][C:8]([OH:11])=[CH:7][CH:6]=1.[C:13]1(P([C:13]2[CH:18]=[CH:17][CH:16]=[CH:15][CH:14]=2)[C:13]2[CH:18]=[CH:17][CH:16]=[CH:15][CH:14]=2)[CH:18]=[CH:17][CH:16]=[CH:15][CH:14]=1.C1(O)CCCCC1.CC(OC(/N=N/C(OC(C)C)=O)=O)C. Given the product [CH3:1][O:2][C:3](=[O:12])[CH2:4][C:5]1[CH:10]=[CH:9][C:8]([O:11][CH:13]2[CH2:18][CH2:17][CH2:16][CH2:15][CH2:14]2)=[CH:7][CH:6]=1, predict the reactants needed to synthesize it.